This data is from Reaction yield outcomes from USPTO patents with 853,638 reactions. The task is: Predict the reaction yield, written as a fraction of the theoretical maximum amount of product (1.0 means a 100% yield; for example, 0.34 means a 34% yield). (1) The yield is 0.820. The reactants are Cl[C:2]1[CH:9]=[C:8]([NH:10][C@@H:11]([C:16]2[CH:21]=[CH:20][CH:19]=[CH:18][CH:17]=2)[C@H:12]([OH:15])[CH2:13][OH:14])[C:5]([C:6]#[N:7])=[CH:4][N:3]=1.[S:22]1[C:26]2[CH:27]=[C:28]([NH2:31])[CH:29]=[CH:30][C:25]=2[N:24]=[CH:23]1.CN1C(=O)CCC1. The product is [S:22]1[C:26]2[CH:27]=[C:28]([NH:31][C:2]3[CH:9]=[C:8]([NH:10][C@@H:11]([C:16]4[CH:21]=[CH:20][CH:19]=[CH:18][CH:17]=4)[C@H:12]([OH:15])[CH2:13][OH:14])[C:5]([C:6]#[N:7])=[CH:4][N:3]=3)[CH:29]=[CH:30][C:25]=2[N:24]=[CH:23]1. The catalyst is O. (2) The reactants are C([O:3][C:4]([C:6]1[C:11]([Cl:12])=[CH:10][C:9](=[O:13])[N:8]([CH3:14])[CH:7]=1)=[O:5])C.C1COCC1.[Li+].[OH-].Cl. The catalyst is CO. The product is [Cl:12][C:11]1[C:6]([C:4]([OH:5])=[O:3])=[CH:7][N:8]([CH3:14])[C:9](=[O:13])[CH:10]=1. The yield is 0.910. (3) The catalyst is ClCCl. The reactants are [CH3:1][N:2]([CH3:32])[C:3]([C:5]1[N:26]([CH:27]2[CH2:31][CH2:30][CH2:29][CH2:28]2)[C:8]2[N:9]=[C:10]([NH:13][C:14]3[CH:19]=[CH:18][C:17]([N:20]4[CH2:25][CH2:24][NH:23][CH2:22][CH2:21]4)=[CH:16][N:15]=3)[N:11]=[CH:12][C:7]=2[CH:6]=1)=[O:4].[CH3:33][C:34]([CH3:36])=O.[BH-](OC(C)=O)(OC(C)=O)OC(C)=O.[Na+]. The product is [CH3:1][N:2]([CH3:32])[C:3]([C:5]1[N:26]([CH:27]2[CH2:31][CH2:30][CH2:29][CH2:28]2)[C:8]2[N:9]=[C:10]([NH:13][C:14]3[CH:19]=[CH:18][C:17]([N:20]4[CH2:21][CH2:22][N:23]([CH:34]([CH3:36])[CH3:33])[CH2:24][CH2:25]4)=[CH:16][N:15]=3)[N:11]=[CH:12][C:7]=2[CH:6]=1)=[O:4]. The yield is 0.610. (4) The reactants are [O:1]=[C:2]1[N:7]([CH2:8][C:9]2[CH:14]=[CH:13][C:12]([C:15]([F:18])([F:17])[F:16])=[CH:11][CH:10]=2)[N:6]=[C:5]([C:19](OC)=[O:20])[CH2:4][CH2:3]1.[BH4-].[Na+].C1COCC1.CO. The catalyst is O. The product is [OH:20][CH2:19][C:5]1[CH2:4][CH2:3][C:2](=[O:1])[N:7]([CH2:8][C:9]2[CH:14]=[CH:13][C:12]([C:15]([F:18])([F:16])[F:17])=[CH:11][CH:10]=2)[N:6]=1. The yield is 0.390. (5) The reactants are Br[C:2]1[N:7]2[N:8]=[C:9]([NH2:11])[N:10]=[C:6]2[CH:5]=[CH:4][CH:3]=1.B([C:15]1[CH:20]=[CH:19][C:18]([CH2:21][N:22]2[CH2:27][CH2:26][S:25](=[O:29])(=[O:28])[CH2:24][CH2:23]2)=[CH:17][CH:16]=1)(O)O. No catalyst specified. The product is [O:29]=[S:25]1(=[O:28])[CH2:26][CH2:27][N:22]([CH2:21][C:18]2[CH:19]=[CH:20][C:15]([C:2]3[N:7]4[N:8]=[C:9]([NH2:11])[N:10]=[C:6]4[CH:5]=[CH:4][CH:3]=3)=[CH:16][CH:17]=2)[CH2:23][CH2:24]1. The yield is 0.790. (6) The reactants are Cl.[NH2:2][OH:3].CC(O)=O.[Cl:8][C:9]1[C:14]([CH:15]=O)=[C:13]([Cl:17])[N:12]=[C:11]([S:18][CH3:19])[N:10]=1. The catalyst is CCO. The product is [Cl:8][C:9]1[C:14]([CH:15]=[N:2][OH:3])=[C:13]([Cl:17])[N:12]=[C:11]([S:18][CH3:19])[N:10]=1. The yield is 0.800.